From a dataset of Full USPTO retrosynthesis dataset with 1.9M reactions from patents (1976-2016). Predict the reactants needed to synthesize the given product. (1) The reactants are: [Cl:1][C:2]1[CH:7]=[C:6]([C:8]([F:11])([F:10])[F:9])[CH:5]=[CH:4][C:3]=1[N:12]1[CH2:17][CH2:16][CH:15]([C:18](O)=[O:19])[CH2:14][CH2:13]1.ON1[C:26]2[CH:27]=[CH:28][CH:29]=[CH:30][C:25]=2N=N1.Cl.CN(C)[CH2:34][CH2:35][CH2:36][N:37]=C=NCC.O.CN(C)[CH:46]=[O:47]. Given the product [Cl:1][C:2]1[CH:7]=[C:6]([C:8]([F:9])([F:10])[F:11])[CH:5]=[CH:4][C:3]=1[N:12]1[CH2:13][CH2:14][CH:15]([C:18]([NH:37][C:36]2[C:35]3[CH2:34][C@@H:46]([OH:47])[CH2:28][CH2:29][C:30]=3[CH:25]=[CH:26][CH:27]=2)=[O:19])[CH2:16][CH2:17]1, predict the reactants needed to synthesize it. (2) Given the product [CH3:44][O:43][CH2:42][C@H:41]([CH3:45])[O:40][C:38]1[CH:39]=[C:24]([C:16]2[NH:17][C:18]3=[N:19][CH:20]=[CH:21][CH:22]=[C:23]3[N:15]=2)[CH:25]=[C:26]([O:27][C:28]2[CH:29]=[CH:30][C:31]([C:32]([N:1]3[CH2:5][CH2:4][CH2:3][CH2:2]3)=[O:33])=[CH:35][CH:36]=2)[CH:37]=1, predict the reactants needed to synthesize it. The reactants are: [NH:1]1[CH2:5][CH2:4][CH2:3][CH2:2]1.CCN(C(C)C)C(C)C.[N:15]1[C:23]2[C:18](=[N:19][CH:20]=[CH:21][CH:22]=2)[NH:17][C:16]=1[C:24]1[CH:25]=[C:26]([CH:37]=[C:38]([O:40][C@@H:41]([CH3:45])[CH2:42][O:43][CH3:44])[CH:39]=1)[O:27][C:28]1[CH:36]=[CH:35][C:31]([C:32](O)=[O:33])=[CH:30][CH:29]=1.CN(C(ON1N=NC2C=CC=NC1=2)=[N+](C)C)C.F[P-](F)(F)(F)(F)F.